From a dataset of Forward reaction prediction with 1.9M reactions from USPTO patents (1976-2016). Predict the product of the given reaction. (1) Given the reactants [NH2:1][C:2]1[C:11]2[N:10]=[CH:9][C:8]([CH2:12][CH2:13][C:14]3[CH:19]=[CH:18][C:17]([O:20][CH3:21])=[CH:16][C:15]=3[CH3:22])=[CH:7][C:6]=2[C:5]2[CH:23]=[CH:24][C:25]([CH2:27][OH:28])=[CH:26][C:4]=2[N:3]=1, predict the reaction product. The product is: [NH2:1][C:2]1[C:11]2[N:10]=[CH:9][C:8]([CH2:12][CH2:13][C:14]3[CH:19]=[CH:18][C:17]([O:20][CH3:21])=[CH:16][C:15]=3[CH3:22])=[CH:7][C:6]=2[C:5]2[CH:23]=[CH:24][C:25]([CH:27]=[O:28])=[CH:26][C:4]=2[N:3]=1. (2) Given the reactants C(OC(=O)[NH:7][CH2:8][CH:9]([C:30]1[CH:35]=[CH:34][CH:33]=[C:32]([NH2:36])[CH:31]=1)[NH:10][C:11]([C:13]1[S:29][C:16]2=[N:17][C:18]3[CH2:19][CH2:20][CH:21]([C:25]([CH3:28])([CH3:27])[CH3:26])[CH2:22][C:23]=3[CH:24]=[C:15]2[CH:14]=1)=[O:12])(C)(C)C.[O:38]1[CH:42]=[CH:41][N:40]=[C:39]1[C:43](O)=[O:44].CN1CCOCC1, predict the reaction product. The product is: [NH2:7][CH2:8][CH:9]([NH:10][C:11]([C:13]1[S:29][C:16]2=[N:17][C:18]3[CH2:19][CH2:20][CH:21]([C:25]([CH3:28])([CH3:26])[CH3:27])[CH2:22][C:23]=3[CH:24]=[C:15]2[CH:14]=1)=[O:12])[C:30]1[CH:35]=[CH:34][CH:33]=[C:32]([NH:36][C:43]([C:39]2[O:38][CH:42]=[CH:41][N:40]=2)=[O:44])[CH:31]=1. (3) Given the reactants [Cl:1][C:2]1[CH:30]=[CH:29][CH:28]=[C:27]([C:31]([F:34])([F:33])[F:32])[C:3]=1[C:4]([N:6]1[C:14]2[C:9](=[N:10][CH:11]=[C:12]([CH2:15][OH:16])[CH:13]=2)[C:8]([C:17]2[CH:25]=[CH:24][C:20]([C:21]([O-:23])=[O:22])=[CH:19][C:18]=2[F:26])=[N:7]1)=[O:5].[CH3:35]C(OI1(OC(C)=O)(OC(C)=O)OC(=O)C2C=CC=CC1=2)=O, predict the reaction product. The product is: [Cl:1][C:2]1[CH:30]=[CH:29][CH:28]=[C:27]([C:31]([F:33])([F:32])[F:34])[C:3]=1[C:4]([N:6]1[C:14]2[C:9](=[N:10][CH:11]=[C:12]([CH:15]=[O:16])[CH:13]=2)[C:8]([C:17]2[CH:25]=[CH:24][C:20]([C:21]([O:23][CH3:35])=[O:22])=[CH:19][C:18]=2[F:26])=[N:7]1)=[O:5]. (4) Given the reactants [F:1][C:2]([F:32])([F:31])[C:3]1[CH:8]=[CH:7][C:6]([C:9]2[N:10]=[C:11]([CH:14]([C:16]3([NH:20]C(=O)OCC4C=CC=CC=4)[CH2:19][O:18][CH2:17]3)[CH3:15])[NH:12][CH:13]=2)=[CH:5][CH:4]=1, predict the reaction product. The product is: [F:32][C:2]([F:1])([F:31])[C:3]1[CH:8]=[CH:7][C:6]([C:9]2[N:10]=[C:11]([CH:14]([C:16]3([NH2:20])[CH2:17][O:18][CH2:19]3)[CH3:15])[NH:12][CH:13]=2)=[CH:5][CH:4]=1. (5) Given the reactants O=[C:2]1[CH2:7][CH2:6][N:5]([C:8]2[CH:21]=[CH:20][C:11]([CH2:12][CH:13]3[S:17][C:16](=[O:18])[NH:15][C:14]3=[O:19])=[CH:10][CH:9]=2)[CH2:4][CH2:3]1.[NH2:22][CH2:23][C@H:24]([OH:39])[CH2:25][O:26][C:27]1[CH:28]=[CH:29][C:30]([OH:38])=[C:31]([NH:33][S:34]([CH3:37])(=[O:36])=[O:35])[CH:32]=1, predict the reaction product. The product is: [O:18]=[C:16]1[NH:15][C:14](=[O:19])[CH:13]([CH2:12][C:11]2[CH:20]=[CH:21][C:8]([N:5]3[CH2:6][CH2:7][CH:2]([NH:22][CH2:23][C@H:24]([OH:39])[CH2:25][O:26][C:27]4[CH:28]=[CH:29][C:30]([OH:38])=[C:31]([NH:33][S:34]([CH3:37])(=[O:35])=[O:36])[CH:32]=4)[CH2:3][CH2:4]3)=[CH:9][CH:10]=2)[S:17]1. (6) Given the reactants [CH3:1][CH2:2][O:3][C:4]([CH:6](P(OCC)(OCC)=O)[F:7])=[O:5].[CH2:16]([O:18][C:19]1[CH:28]=[C:27]2[C:22]([C:23]([CH3:31])=[CH:24][C:25]([CH3:30])([CH3:29])[O:26]2)=[CH:21][C:20]=1[C:32](=O)[CH2:33][CH3:34])[CH3:17], predict the reaction product. The product is: [CH2:16]([O:18][C:19]1[CH:28]=[C:27]2[C:22]([C:23]([CH3:31])=[CH:24][C:25]([CH3:30])([CH3:29])[O:26]2)=[CH:21][C:20]=1/[C:32](/[CH2:33][CH3:34])=[C:6](/[F:7])\[C:4]([O:3][CH2:2][CH3:1])=[O:5])[CH3:17]. (7) Given the reactants [CH:1]1([C:4]2[C:5]([CH2:18][N:19]3[CH2:24][CH2:23][C:22]([OH:26])([CH3:25])[CH2:21][CH2:20]3)=[CH:6][C:7]([F:17])=[C:8]([CH:16]=2)[C:9]([O:11][C:12]([CH3:15])([CH3:14])[CH3:13])=[O:10])[CH2:3][CH2:2]1.Cl[C:28]1[CH:33]=[C:32]([C:34]([F:37])([F:36])[F:35])[C:31]([Cl:38])=[CH:30][N:29]=1.C[Si]([N-][Si](C)(C)C)(C)C.[Li+], predict the reaction product. The product is: [Cl:38][C:31]1[C:32]([C:34]([F:37])([F:35])[F:36])=[CH:33][C:28]([O:26][C:22]2([CH3:25])[CH2:21][CH2:20][N:19]([CH2:18][C:5]3[C:4]([CH:1]4[CH2:2][CH2:3]4)=[CH:16][C:8]([C:9]([O:11][C:12]([CH3:15])([CH3:14])[CH3:13])=[O:10])=[C:7]([F:17])[CH:6]=3)[CH2:24][CH2:23]2)=[N:29][CH:30]=1.